This data is from NCI-60 drug combinations with 297,098 pairs across 59 cell lines. The task is: Regression. Given two drug SMILES strings and cell line genomic features, predict the synergy score measuring deviation from expected non-interaction effect. (1) Synergy scores: CSS=50.1, Synergy_ZIP=3.60, Synergy_Bliss=4.82, Synergy_Loewe=-15.4, Synergy_HSA=1.24. Drug 1: CCN(CC)CCCC(C)NC1=C2C=C(C=CC2=NC3=C1C=CC(=C3)Cl)OC. Drug 2: B(C(CC(C)C)NC(=O)C(CC1=CC=CC=C1)NC(=O)C2=NC=CN=C2)(O)O. Cell line: DU-145. (2) Drug 1: COC1=CC(=CC(=C1O)OC)C2C3C(COC3=O)C(C4=CC5=C(C=C24)OCO5)OC6C(C(C7C(O6)COC(O7)C8=CC=CS8)O)O. Drug 2: C1CN1P(=S)(N2CC2)N3CC3. Cell line: SF-539. Synergy scores: CSS=61.4, Synergy_ZIP=-1.99, Synergy_Bliss=3.67, Synergy_Loewe=3.15, Synergy_HSA=6.64. (3) Drug 1: C1=CC(=CC=C1CCC2=CNC3=C2C(=O)NC(=N3)N)C(=O)NC(CCC(=O)O)C(=O)O. Drug 2: C1CNP(=O)(OC1)N(CCCl)CCCl. Cell line: SF-539. Synergy scores: CSS=43.3, Synergy_ZIP=2.54, Synergy_Bliss=1.55, Synergy_Loewe=-27.8, Synergy_HSA=-2.50. (4) Drug 1: CC1=C(C=C(C=C1)NC2=NC=CC(=N2)N(C)C3=CC4=NN(C(=C4C=C3)C)C)S(=O)(=O)N.Cl. Drug 2: CCC1(CC2CC(C3=C(CCN(C2)C1)C4=CC=CC=C4N3)(C5=C(C=C6C(=C5)C78CCN9C7C(C=CC9)(C(C(C8N6C)(C(=O)OC)O)OC(=O)C)CC)OC)C(=O)OC)O.OS(=O)(=O)O. Cell line: SK-MEL-28. Synergy scores: CSS=39.6, Synergy_ZIP=9.65, Synergy_Bliss=12.3, Synergy_Loewe=-6.17, Synergy_HSA=9.68. (5) Drug 1: C1=CC(=C2C(=C1NCCNCCO)C(=O)C3=C(C=CC(=C3C2=O)O)O)NCCNCCO. Drug 2: C1=C(C(=O)NC(=O)N1)N(CCCl)CCCl. Cell line: BT-549. Synergy scores: CSS=46.3, Synergy_ZIP=-6.64, Synergy_Bliss=-5.41, Synergy_Loewe=-8.26, Synergy_HSA=-0.315.